Dataset: Forward reaction prediction with 1.9M reactions from USPTO patents (1976-2016). Task: Predict the product of the given reaction. (1) The product is: [F:66][C:42]1([F:41])[C:46]2[N:47]([CH2:54][C:55]([NH:1][C@H:2]([C:12]3[C:17]([C:18]4[CH:19]=[CH:20][CH:21]=[C:22]5[C:26]=4[N:25]([CH3:27])[N:24]=[C:23]5[NH:28][S:29]([CH3:32])(=[O:31])=[O:30])=[CH:16][CH:15]=[C:14]([C:33]#[C:34][CH:35]4[CH2:40][CH2:39][O:38][CH2:37][CH2:36]4)[N:13]=3)[CH2:3][C:4]3[CH:5]=[C:6]([F:11])[CH:7]=[C:8]([F:10])[CH:9]=3)=[O:56])[N:48]=[C:49]([C:50]([F:53])([F:52])[F:51])[C:45]=2[C@H:44]2[CH2:65][C@@H:43]12. Given the reactants [NH2:1][C@H:2]([C:12]1[C:17]([C:18]2[CH:19]=[CH:20][CH:21]=[C:22]3[C:26]=2[N:25]([CH3:27])[N:24]=[C:23]3[NH:28][S:29]([CH3:32])(=[O:31])=[O:30])=[CH:16][CH:15]=[C:14]([C:33]#[C:34][CH:35]2[CH2:40][CH2:39][O:38][CH2:37][CH2:36]2)[N:13]=1)[CH2:3][C:4]1[CH:9]=[C:8]([F:10])[CH:7]=[C:6]([F:11])[CH:5]=1.[F:41][C:42]1([F:66])[C:46]2[N:47]([CH2:54][C:55](ON3C(=O)CCC3=O)=[O:56])[N:48]=[C:49]([C:50]([F:53])([F:52])[F:51])[C:45]=2[C@H:44]2[CH2:65][C@@H:43]12, predict the reaction product. (2) Given the reactants [OH-].[Na+].C([O:6][C:7]1[CH:33]=[CH:32][C:31]([Cl:34])=[CH:30][C:8]=1[C:9]([NH:11][CH2:12][C:13](=[O:29])[NH:14][C:15]1[CH:20]=[C:19]([C:21]([F:24])([F:23])[F:22])[CH:18]=[C:17]([C:25]([F:28])([F:27])[F:26])[CH:16]=1)=[O:10])(=O)C.Cl, predict the reaction product. The product is: [Cl:34][C:31]1[CH:32]=[CH:33][C:7]([OH:6])=[C:8]([CH:30]=1)[C:9]([NH:11][CH2:12][C:13](=[O:29])[NH:14][C:15]1[CH:16]=[C:17]([C:25]([F:27])([F:28])[F:26])[CH:18]=[C:19]([C:21]([F:22])([F:23])[F:24])[CH:20]=1)=[O:10].